From a dataset of Full USPTO retrosynthesis dataset with 1.9M reactions from patents (1976-2016). Predict the reactants needed to synthesize the given product. (1) The reactants are: Cl.[NH:2]1[C:10]2[C:5](=[CH:6][C:7]([C:11]3[C:19]4[C:18]([NH2:20])=[N:17][CH:16]=[N:15][C:14]=4[N:13]([CH3:21])[CH:12]=3)=[CH:8][CH:9]=2)[CH2:4][CH2:3]1.[F:22][C:23]1[CH:28]=[CH:27][C:26]([CH2:29][C:30](O)=[O:31])=[CH:25][CH:24]=1.CN(C(ON1N=NC2C=CC=NC1=2)=[N+](C)C)C.F[P-](F)(F)(F)(F)F.CCN(C(C)C)C(C)C. Given the product [F:22][C:23]1[CH:28]=[CH:27][C:26]([CH2:29][C:30]([N:2]2[C:10]3[C:5](=[CH:6][C:7]([C:11]4[C:19]5[C:18]([NH2:20])=[N:17][CH:16]=[N:15][C:14]=5[N:13]([CH3:21])[CH:12]=4)=[CH:8][CH:9]=3)[CH2:4][CH2:3]2)=[O:31])=[CH:25][CH:24]=1, predict the reactants needed to synthesize it. (2) The reactants are: [Br:1][C:2]1[CH:3]=[C:4]([C:13]2[N:17]([C:18]3[CH:23]=[CH:22][CH:21]=[CH:20][N:19]=3)[N:16]=[C:15]([C:24](O)=[O:25])[CH:14]=2)[CH:5]=[C:6]([O:8][C:9]([F:12])([F:11])[F:10])[CH:7]=1.ClC1C=C(C2N(C3C=CC=CN=3)N=C(C([N:48]3[CH2:52][C:51](=[O:53])[NH:50][CH2:49]3)=O)C=2)C=C(F)C=1.Cl.N1C=CNC1=O. Given the product [Br:1][C:2]1[CH:3]=[C:4]([C:13]2[N:17]([C:18]3[CH:23]=[CH:22][CH:21]=[CH:20][N:19]=3)[N:16]=[C:15]([C:24]([N:48]3[CH2:52][C:51](=[O:53])[NH:50][CH2:49]3)=[O:25])[CH:14]=2)[CH:5]=[C:6]([O:8][C:9]([F:12])([F:11])[F:10])[CH:7]=1, predict the reactants needed to synthesize it.